From a dataset of Catalyst prediction with 721,799 reactions and 888 catalyst types from USPTO. Predict which catalyst facilitates the given reaction. Reactant: [C:9](O[C:9]([O:11][C:12]([CH3:15])([CH3:14])[CH3:13])=[O:10])([O:11][C:12]([CH3:15])([CH3:14])[CH3:13])=[O:10].[CH3:16][O:17][C:18]1[C:23]([C:24]2[CH2:25][CH2:26][N:27](C(OCC3C=CC=CC=3)=O)[CH2:28][CH:29]=2)=[CH:22][CH:21]=[CH:20][N:19]=1. Product: [CH3:16][O:17][C:18]1[C:23]([CH:24]2[CH2:25][CH2:26][N:27]([C:9]([O:11][C:12]([CH3:13])([CH3:14])[CH3:15])=[O:10])[CH2:28][CH2:29]2)=[CH:22][CH:21]=[CH:20][N:19]=1. The catalyst class is: 78.